This data is from Reaction yield outcomes from USPTO patents with 853,638 reactions. The task is: Predict the reaction yield, written as a fraction of the theoretical maximum amount of product (1.0 means a 100% yield; for example, 0.34 means a 34% yield). The reactants are [Br:1][C:2]1[C:10]2[O:9][C:8]([Si:11]([CH3:14])([CH3:13])[CH3:12])=[CH:7][C:6]=2[CH:5]=[C:4]([NH2:15])[CH:3]=1.[CH3:16][O:17][C:18]1[CH:23]=[CH:22][C:21]([CH3:24])=[CH:20][C:19]=1[S:25](Cl)(=[O:27])=[O:26].N1C=CC=CC=1. The catalyst is ClCCl. The product is [Br:1][C:2]1[C:10]2[O:9][C:8]([Si:11]([CH3:12])([CH3:14])[CH3:13])=[CH:7][C:6]=2[CH:5]=[C:4]([NH:15][S:25]([C:19]2[CH:20]=[C:21]([CH3:24])[CH:22]=[CH:23][C:18]=2[O:17][CH3:16])(=[O:27])=[O:26])[CH:3]=1. The yield is 1.00.